From a dataset of HIV replication inhibition screening data with 41,000+ compounds from the AIDS Antiviral Screen. Binary Classification. Given a drug SMILES string, predict its activity (active/inactive) in a high-throughput screening assay against a specified biological target. (1) The result is 0 (inactive). The drug is COc1ccc(N2C(=O)C(=O)N(c3ccccc3[N+](=O)[O-])C2=S)cc1. (2) The compound is N#Cc1nn(C2OC(COC(=O)c3ccccc3)C(OC(=O)c3ccccc3)C2OC(=O)c2ccccc2)c2ncnc(O)c12. The result is 0 (inactive). (3) The molecule is Cc1ccc2nc(NC(=O)C(=O)CC(=O)c3cccc4ccccc34)sc2c1. The result is 0 (inactive). (4) The molecule is CCCC(C)(COC(N)=O)COC(=O)NC1CC1. The result is 0 (inactive). (5) The drug is CC(=O)CN(Cc1cc(C)c2c(c1)c1ccccc1n2Cc1ccccc1)S(=O)(=O)c1ccc(C)cc1. The result is 0 (inactive). (6) The drug is O=NN(CCCl)C(=O)N=NC(=O)N(CCCl)N=O. The result is 0 (inactive). (7) The drug is O=C(CCc1cccc(O)c1)NCCc1cccc(OCc2ccccc2)c1. The result is 0 (inactive). (8) The compound is CC1(C)CC(=O)C2=C(C1)NC(=S)C(C#N)C2c1ccccc1. The result is 0 (inactive). (9) The compound is CC(C)=CCN1Cc2c(Cl)ccc3[nH]c(=S)n(c23)CC1C. The result is 1 (active).